From a dataset of Full USPTO retrosynthesis dataset with 1.9M reactions from patents (1976-2016). Predict the reactants needed to synthesize the given product. (1) Given the product [Cl:13][C:14]1[CH:15]=[C:16]2[C:21](=[CH:22][CH:23]=1)[C@@:20]1([CH2:29][O:28][C:27]3[CH:30]=[CH:31][C:32]([C:34]([O:36][CH3:37])=[O:35])=[CH:33][C:26]=3[N:25]([CH2:38][C@@H:39]3[CH2:42][CH2:41][C@H:40]3[CH:43]=[O:44])[CH2:24]1)[CH2:19][CH2:18][CH2:17]2, predict the reactants needed to synthesize it. The reactants are: CS(C)=O.N#N.C(Cl)(=O)C(Cl)=O.[Cl:13][C:14]1[CH:15]=[C:16]2[C:21](=[CH:22][CH:23]=1)[C@@:20]1([CH2:29][O:28][C:27]3[CH:30]=[CH:31][C:32]([C:34]([O:36][CH3:37])=[O:35])=[CH:33][C:26]=3[N:25]([CH2:38][C@@H:39]3[CH2:42][CH2:41][C@H:40]3[CH2:43][OH:44])[CH2:24]1)[CH2:19][CH2:18][CH2:17]2.CCN(CC)CC. (2) Given the product [C:11]([O:13][CH2:14][C:17]1[CH:22]=[CH:21][CH:20]=[CH:19][CH:18]=1)(=[O:12])[C:10]([CH3:15])=[CH2:16], predict the reactants needed to synthesize it. The reactants are: N([C:10]([CH3:16])([CH3:15])[C:11]([O:13][CH3:14])=[O:12])=N[C:10]([CH3:16])([CH3:15])[C:11]([O:13][CH3:14])=[O:12].[C:17]1(C(CC([C:17]2[CH:22]=[CH:21][CH:20]=[CH:19][CH:18]=2)(C)C)=C)[CH:22]=[CH:21][CH:20]=[CH:19][CH:18]=1. (3) Given the product [CH2:1]([N:8]1[CH2:13][CH2:12][N:11]2[C:14]3[CH:19]=[C:18]([Cl:20])[CH:17]=[CH:16][C:15]=3[NH:21][C:25](=[O:26])[CH2:24][CH:10]2[CH2:9]1)[C:2]1[CH:7]=[CH:6][CH:5]=[CH:4][CH:3]=1, predict the reactants needed to synthesize it. The reactants are: [CH2:1]([N:8]1[CH2:13][CH2:12][N:11]([C:14]2[CH:19]=[C:18]([Cl:20])[CH:17]=[CH:16][C:15]=2[N+:21]([O-])=O)[CH:10]([CH2:24][C:25](OC)=[O:26])[CH2:9]1)[C:2]1[CH:7]=[CH:6][CH:5]=[CH:4][CH:3]=1. (4) Given the product [Br:26][C:5]1[CH:4]=[C:3]([F:2])[C:11]2[O:10][CH:9]([C:12]3([OH:18])[CH2:13][CH2:14][NH:15][CH2:16][CH2:17]3)[CH2:8][C:7]=2[CH:6]=1, predict the reactants needed to synthesize it. The reactants are: Cl.[F:2][C:3]1[C:11]2[O:10][CH:9]([C:12]3([OH:18])[CH2:17][CH2:16][NH:15][CH2:14][CH2:13]3)[CH2:8][C:7]=2[CH:6]=[CH:5][CH:4]=1.C1C(=O)N([Br:26])C(=O)C1. (5) Given the product [O:1]([CH2:8][C:9]1[CH:10]=[CH:11][C:12]([C:15]2[N:20]=[CH:19][N:18]=[C:17]([NH:21][C@H:22]([C:30]([OH:32])=[O:31])[CH2:23][C:24]3[CH:29]=[CH:28][CH:27]=[CH:26][CH:25]=3)[CH:16]=2)=[CH:13][CH:14]=1)[C:2]1[CH:7]=[CH:6][CH:5]=[CH:4][CH:3]=1, predict the reactants needed to synthesize it. The reactants are: [O:1]([CH2:8][C:9]1[CH:14]=[CH:13][C:12]([C:15]2[N:20]=[CH:19][N:18]=[C:17]([NH:21][C@H:22]([C:30]([O:32]C)=[O:31])[CH2:23][C:24]3[CH:29]=[CH:28][CH:27]=[CH:26][CH:25]=3)[CH:16]=2)=[CH:11][CH:10]=1)[C:2]1[CH:7]=[CH:6][CH:5]=[CH:4][CH:3]=1.[OH-].[Na+]. (6) Given the product [CH3:19][C:12]1[CH:11]=[C:10]([NH:9][C:6]2[CH2:5][CH2:4][C:3](=[O:8])[C:2]=2[CH3:1])[CH:18]=[CH:17][C:13]=1[C:14]([OH:16])=[O:15].[CH3:5][CH2:6][OH:7], predict the reactants needed to synthesize it. The reactants are: [CH3:1][CH:2]1[C:6](=[O:7])[CH2:5][CH2:4][C:3]1=[O:8].[NH2:9][C:10]1[CH:18]=[CH:17][C:13]([C:14]([OH:16])=[O:15])=[C:12]([CH3:19])[CH:11]=1.